Predict the product of the given reaction. From a dataset of Forward reaction prediction with 1.9M reactions from USPTO patents (1976-2016). Given the reactants Cl[CH2:2][C:3]1[CH:8]=[CH:7][C:6]([C@H:9]([C:27]2[CH:32]=[CH:31][C:30]([Cl:33])=[CH:29][CH:28]=2)[N:10]2[CH2:13][C:12](=[C:14]([C:19]3[CH:24]=[C:23]([F:25])[CH:22]=[C:21]([F:26])[CH:20]=3)[S:15]([CH3:18])(=[O:17])=[O:16])[CH2:11]2)=[CH:5][CH:4]=1.[CH3:34][N:35]1[CH2:40][CH2:39][NH:38][CH2:37][CH2:36]1, predict the reaction product. The product is: [Cl:33][C:30]1[CH:31]=[CH:32][C:27]([C@@H:9]([C:6]2[CH:7]=[CH:8][C:3]([CH2:2][N:38]3[CH2:39][CH2:40][N:35]([CH3:34])[CH2:36][CH2:37]3)=[CH:4][CH:5]=2)[N:10]2[CH2:13][C:12](=[C:14]([C:19]3[CH:20]=[C:21]([F:26])[CH:22]=[C:23]([F:25])[CH:24]=3)[S:15]([CH3:18])(=[O:17])=[O:16])[CH2:11]2)=[CH:28][CH:29]=1.